Task: Predict the reaction yield, written as a fraction of the theoretical maximum amount of product (1.0 means a 100% yield; for example, 0.34 means a 34% yield).. Dataset: Reaction yield outcomes from USPTO patents with 853,638 reactions (1) The reactants are Br[CH2:2][C:3]([C:5]1[CH:10]=[CH:9][C:8]([CH3:11])=[CH:7][CH:6]=1)=O.[CH3:12][C:13]1[CH:14]=[CH:15][C:16]([NH2:19])=[N:17][CH:18]=1.C([O-])(O)=O.[Na+].O. The catalyst is CN(C)C=O. The product is [CH3:12][C:13]1[CH:14]=[CH:15][C:16]2[N:17]([CH:2]=[C:3]([C:5]3[CH:10]=[CH:9][C:8]([CH3:11])=[CH:7][CH:6]=3)[N:19]=2)[CH:18]=1. The yield is 0.700. (2) The reactants are [CH3:1][C:2]1[CH:11]=[C:10]([CH3:12])[C:9]2[C:4](=[CH:5][CH:6]=[CH:7][CH:8]=2)[C:3]=1[N:13]1[C:17]([CH3:18])=[N:16][N:15]=[C:14]1[SH:19].[Br:20][C:21]1[CH:26]=[CH:25][CH:24]=[CH:23][C:22]=1[NH:27][C:28](=[O:31])[CH2:29]Cl.C(=O)([O-])[O-].[K+].[K+].O. The catalyst is CN(C)C=O. The product is [Br:20][C:21]1[CH:26]=[CH:25][CH:24]=[CH:23][C:22]=1[NH:27][C:28](=[O:31])[CH2:29][S:19][C:14]1[N:13]([C:3]2[C:4]3[C:9](=[CH:8][CH:7]=[CH:6][CH:5]=3)[C:10]([CH3:12])=[CH:11][C:2]=2[CH3:1])[C:17]([CH3:18])=[N:16][N:15]=1. The yield is 0.580. (3) The reactants are [F:1][C:2]1[CH:7]=[CH:6][C:5]([C:8]2[O:9][C:10]3[CH:20]=[C:19]([N:21]([CH3:26])[S:22]([CH3:25])(=[O:24])=[O:23])[C:18]([C:27]4[N:32]=[C:31]([C:33]([OH:35])=O)[C:30]([O:36][CH3:37])=[CH:29][CH:28]=4)=[CH:17][C:11]=3[C:12]=2[C:13](=[O:16])[NH:14][CH3:15])=[CH:4][CH:3]=1.[F:38][C:39]1[CH:40]=[CH:41][C:42]([CH2:45][NH2:46])=[N:43][CH:44]=1.CCN(CC)CC.C(P1(=O)OP(CCC)(=O)OP(CCC)(=O)O1)CC. The catalyst is C1COCC1.O. The product is [F:1][C:2]1[CH:3]=[CH:4][C:5]([C:8]2[O:9][C:10]3[CH:20]=[C:19]([N:21]([CH3:26])[S:22]([CH3:25])(=[O:24])=[O:23])[C:18]([C:27]4[N:32]=[C:31]([C:33]([NH:46][CH2:45][C:42]5[CH:41]=[CH:40][C:39]([F:38])=[CH:44][N:43]=5)=[O:35])[C:30]([O:36][CH3:37])=[CH:29][CH:28]=4)=[CH:17][C:11]=3[C:12]=2[C:13](=[O:16])[NH:14][CH3:15])=[CH:6][CH:7]=1. The yield is 0.300. (4) The reactants are [NH:1]1[CH:5]=[C:4]([C:6]2[C:7]([C:12]3[CH:17]=[CH:16][C:15]([F:18])=[CH:14][CH:13]=3)=[N:8][O:9][C:10]=2[CH3:11])[N:3]=[CH:2]1.[C:19]([C:21]1[CH:22]=[C:23](B(O)O)[CH:24]=[CH:25][CH:26]=1)#[N:20]. No catalyst specified. The product is [F:18][C:15]1[CH:16]=[CH:17][C:12]([C:7]2[C:6]([C:4]3[N:3]=[CH:2][N:1]([C:25]4[CH:26]=[C:21]([CH:22]=[CH:23][CH:24]=4)[C:19]#[N:20])[CH:5]=3)=[C:10]([CH3:11])[O:9][N:8]=2)=[CH:13][CH:14]=1. The yield is 0.130.